Dataset: Blood-brain barrier permeability classification from the B3DB database. Task: Regression/Classification. Given a drug SMILES string, predict its absorption, distribution, metabolism, or excretion properties. Task type varies by dataset: regression for continuous measurements (e.g., permeability, clearance, half-life) or binary classification for categorical outcomes (e.g., BBB penetration, CYP inhibition). Dataset: b3db_classification. (1) The molecule is CC1(C)SC2C(N=CN3CCCCCC3)C(=O)N2C1C(=O)O. The result is 0 (does not penetrate BBB). (2) The drug is O=C(Cc1ccc(Cl)c(Cl)c1)N1CCc2occc2[C@H]1CN1CCCC1. The result is 1 (penetrates BBB). (3) The molecule is O=C1CC2(CCCC2)CC(=O)N1CCNC[C@@H]1COc2ccccc2O1. The result is 1 (penetrates BBB). (4) The compound is CC[C@@]1(C)CC(=O)NC1=O. The result is 1 (penetrates BBB). (5) The compound is CN(C)CCC1(c2ccccc2)CCc2ccccc2C1=O. The result is 1 (penetrates BBB). (6) The drug is CCN(CC)C(=O)[C@]1(c2ccccc2)C[C@@H]1CN. The result is 1 (penetrates BBB). (7) The drug is O=C(O)c1cccnc1Nc1cccc(C(F)(F)F)c1. The result is 0 (does not penetrate BBB). (8) The compound is CC1(C)O[C@@H]2CC3C4C[C@H](F)C5=CC(=O)C=C[C@]5(C)[C@@]4(Cl)[C@@H](Cl)C[C@]3(C)[C@]2(C(=O)CO)O1. The result is 1 (penetrates BBB).